From a dataset of Peptide-MHC class I binding affinity with 185,985 pairs from IEDB/IMGT. Regression. Given a peptide amino acid sequence and an MHC pseudo amino acid sequence, predict their binding affinity value. This is MHC class I binding data. (1) The peptide sequence is RPVFARLPF. The MHC is HLA-B15:17 with pseudo-sequence HLA-B15:17. The binding affinity (normalized) is 0.0847. (2) The peptide sequence is YVASYLLAA. The MHC is HLA-A02:03 with pseudo-sequence HLA-A02:03. The binding affinity (normalized) is 1.00. (3) The peptide sequence is AALEGLSGF. The MHC is HLA-A23:01 with pseudo-sequence HLA-A23:01. The binding affinity (normalized) is 0.405.